From a dataset of Reaction yield outcomes from USPTO patents with 853,638 reactions. Predict the reaction yield, written as a fraction of the theoretical maximum amount of product (1.0 means a 100% yield; for example, 0.34 means a 34% yield). (1) The reactants are [CH2:1]([C:5]1[N:6]=[C:7]([CH3:27])[NH:8][C:9](=[O:26])[C:10]=1[CH2:11][C:12]1[CH:17]=[CH:16][C:15]([C:18]2[C:19]([C:24]#[N:25])=[CH:20][CH:21]=[CH:22][CH:23]=2)=[CH:14][CH:13]=1)[CH2:2][CH2:3][CH3:4].C(=O)([O-])[O-].[K+].[K+].Cl[CH2:35][C:36]1[CH:49]=[CH:48][C:39]([C:40]([N:42]2[CH2:47][CH2:46][O:45][CH2:44][CH2:43]2)=[O:41])=[CH:38][CH:37]=1.CN(C)C=O. The catalyst is C(OCC)(=O)C. The product is [CH2:1]([C:5]1[N:6]=[C:7]([CH3:27])[N:8]([CH2:35][C:36]2[CH:49]=[CH:48][C:39]([C:40]([N:42]3[CH2:47][CH2:46][O:45][CH2:44][CH2:43]3)=[O:41])=[CH:38][CH:37]=2)[C:9](=[O:26])[C:10]=1[CH2:11][C:12]1[CH:17]=[CH:16][C:15]([C:18]2[C:19]([C:24]#[N:25])=[CH:20][CH:21]=[CH:22][CH:23]=2)=[CH:14][CH:13]=1)[CH2:2][CH2:3][CH3:4]. The yield is 0.610. (2) The reactants are O1C[CH2:4][CH2:3][CH2:2]1.Cl[C:7]1[CH:12]=[C:11]([C:13]([F:16])([F:15])[F:14])[CH:10]=[C:9]([Cl:17])[N:8]=1.C([Mg]Br)CC. The catalyst is [Fe](Cl)(Cl)Cl.O. The product is [Cl:17][C:9]1[CH:10]=[C:11]([C:13]([F:16])([F:15])[F:14])[CH:12]=[C:7]([CH2:2][CH2:3][CH3:4])[N:8]=1. The yield is 0.490. (3) The reactants are Br[CH2:2][C:3]([CH3:20])=[CH:4][CH2:5][C:6]1[C:14]([OH:15])=[C:13]2[C:9]([CH2:10][O:11][C:12]2=[O:16])=[C:8]([CH3:17])[C:7]=1[O:18][CH3:19].[CH3:21][O:22][P:23]([O:26]C)[O:24][CH3:25]. No catalyst specified. The product is [CH3:21][O:22][P:23]([CH2:2][C:3]([CH3:20])=[CH:4][CH2:5][C:6]1[C:14]([OH:15])=[C:13]2[C:9](=[C:8]([CH3:17])[C:7]=1[O:18][CH3:19])[CH2:10][O:11][C:12]2=[O:16])(=[O:26])[O:24][CH3:25]. The yield is 0.600. (4) The reactants are [C:1]1([S:7]([C:10]([CH:29]2[CH2:41][C:32]3[NH:33][C:34]4[CH:35]=[CH:36][C:37]([Cl:40])=[CH:38][C:39]=4[C:31]=3[CH2:30]2)([F:28])[C:11]2[O:15][N:14]=[C:13]([CH2:16][N:17]3C(=O)C4C(=CC=CC=4)C3=O)[N:12]=2)(=[O:9])=[O:8])[CH:6]=[CH:5][CH:4]=[CH:3][CH:2]=1.NN. The catalyst is CCO. The product is [C:1]1([S:7]([C:10]([CH:29]2[CH2:41][C:32]3[NH:33][C:34]4[CH:35]=[CH:36][C:37]([Cl:40])=[CH:38][C:39]=4[C:31]=3[CH2:30]2)([F:28])[C:11]2[O:15][N:14]=[C:13]([CH2:16][NH2:17])[N:12]=2)(=[O:9])=[O:8])[CH:2]=[CH:3][CH:4]=[CH:5][CH:6]=1. The yield is 0.640. (5) The reactants are [CH3:1][O:2][C:3]1[CH:8]=[CH:7][C:6]([C:9]([C:11]2[N:12]=[C:13]3[CH:19]=[CH:18][N:17]([S:20]([C:23]4[CH:29]=[CH:28][C:26]([CH3:27])=[CH:25][CH:24]=4)(=[O:22])=[O:21])[C:14]3=[N:15][CH:16]=2)=[NH:10])=[CH:5][CH:4]=1.[BH4-].[Na+]. The catalyst is CO. The product is [CH3:1][O:2][C:3]1[CH:4]=[CH:5][C:6]([CH:9]([C:11]2[N:12]=[C:13]3[CH:19]=[CH:18][N:17]([S:20]([C:23]4[CH:29]=[CH:28][C:26]([CH3:27])=[CH:25][CH:24]=4)(=[O:21])=[O:22])[C:14]3=[N:15][CH:16]=2)[NH2:10])=[CH:7][CH:8]=1. The yield is 0.440.